From a dataset of Reaction yield outcomes from USPTO patents with 853,638 reactions. Predict the reaction yield, written as a fraction of the theoretical maximum amount of product (1.0 means a 100% yield; for example, 0.34 means a 34% yield). (1) The reactants are [CH3:1][C:2]1[C@@H:19]([O:20][C:21]([C@H:23]([OH:40])[C@@H:24]([NH:31][C:32]([C:34]2[CH:35]=[CH:36][CH:37]=[CH:38][CH:39]=2)=[O:33])[C:25]2[CH:26]=[CH:27][CH:28]=[CH:29][CH:30]=2)=[O:22])[CH2:18][C@:14]2([OH:41])[C:15]([CH3:17])([CH3:16])[C:3]=1[C@@H:4]([O:59][C:60]([CH3:62])=[O:61])[C:5]([C@@:7]1([CH3:58])[C@H:12]([C@@H:13]2[O:42][C:43]([C:45]2[CH:46]=[CH:47][CH:48]=[CH:49][CH:50]=2)=[O:44])[C@:11]2([O:53][C:54]([CH3:56])=[O:55])[CH2:51][O:52][C@@H:10]2[CH2:9][C@@H:8]1[OH:57])=[O:6].N1C=CN=C1.Cl[Si:69]1([O:75][CH2:76][C:77]([O:79][CH2:80][C:81]2[CH:86]=[CH:85][CH:84]=[CH:83][CH:82]=2)=[O:78])[CH2:74][CH2:73][CH2:72][CH2:71][CH2:70]1.[SiH3]Cl. The catalyst is CN(C=O)C. The product is [C:60]([O:59][C@@H:4]1[C:3]2[C:15]([CH3:16])([CH3:17])[C@@:14]([OH:41])([CH2:18][C@H:19]([O:20][C:21](=[O:22])[C@H:23]([O:40][Si:69]3([O:75][CH2:76][C:77]([O:79][CH2:80][C:81]4[CH:82]=[CH:83][CH:84]=[CH:85][CH:86]=4)=[O:78])[CH2:74][CH2:73][CH2:72][CH2:71][CH2:70]3)[C@@H:24]([NH:31][C:32](=[O:33])[C:34]3[CH:39]=[CH:38][CH:37]=[CH:36][CH:35]=3)[C:25]3[CH:26]=[CH:27][CH:28]=[CH:29][CH:30]=3)[C:2]=2[CH3:1])[C@@H:13]([O:42][C:43](=[O:44])[C:45]2[CH:50]=[CH:49][CH:48]=[CH:47][CH:46]=2)[CH:12]2[C@:11]3([O:53][C:54](=[O:55])[CH3:56])[CH2:51][O:52][C@@H:10]3[CH2:9][C@H:8]([OH:57])[C@@:7]2([CH3:58])[C:5]1=[O:6])(=[O:61])[CH3:62]. The yield is 0.660. (2) The reactants are [CH3:1][P:2]1(=[O:8])[CH2:7][CH2:6][NH:5][CH2:4][CH2:3]1.F[C:10]1[CH:11]=[CH:12][C:13]([N+:18]([O-:20])=[O:19])=[C:14]([O:16][CH3:17])[CH:15]=1.C([O-])([O-])=O.[K+].[K+]. The catalyst is CN(C=O)C. The product is [CH3:17][O:16][C:14]1[CH:15]=[C:10]([N:5]2[CH2:6][CH2:7][P:2](=[O:8])([CH3:1])[CH2:3][CH2:4]2)[CH:11]=[CH:12][C:13]=1[N+:18]([O-:20])=[O:19]. The yield is 0.960. (3) The reactants are C([NH:9][C:10]1[N:18]=[CH:17][N:16]=[C:15]2[C:11]=1[N:12]=[CH:13][N:14]2[C:19]([C@@H:21]([C@H:31]([CH2:44][OH:45])[O:32][CH2:33][P:34]([O:40][CH:41]([CH3:43])[CH3:42])([O:36][CH:37]([CH3:39])[CH3:38])=[O:35])[O:22]C(=O)C1C=CC=CC=1)=[O:20])(=O)C1C=CC=CC=1.N. The catalyst is CO. The product is [N:18]1[C:10]([NH2:9])=[C:11]2[C:15]([N:14]([C:19]([C@@H:21]([C@H:31]([CH2:44][OH:45])[O:32][CH2:33][P:34]([O:40][CH:41]([CH3:43])[CH3:42])([O:36][CH:37]([CH3:39])[CH3:38])=[O:35])[OH:22])=[O:20])[CH:13]=[N:12]2)=[N:16][CH:17]=1. The yield is 0.840. (4) No catalyst specified. The yield is 0.590. The product is [CH2:1]([CH:3]1[C:16]2[C:11](=[CH:12][CH:13]=[C:14]([F:17])[CH:15]=2)[C:10]2[CH:9]=[C:8]([CH3:18])[CH:7]=[CH:6][C:5]=2[N:4]1[S:19]([C:22]1[CH:23]=[CH:24][C:25]([OH:28])=[CH:26][CH:27]=1)(=[O:21])=[O:20])[CH3:2]. The reactants are [CH2:1]([CH:3]1[C:16]2[C:11](=[CH:12][CH:13]=[C:14]([F:17])[CH:15]=2)[C:10]2[CH:9]=[C:8]([CH3:18])[CH:7]=[CH:6][C:5]=2[N:4]1[S:19]([C:22]1[CH:27]=[CH:26][C:25]([O:28]C)=[CH:24][CH:23]=1)(=[O:21])=[O:20])[CH3:2].C1CCCCC=1.B(Br)(Br)Br.ClCCl. (5) The product is [CH3:32][O:31][C:28]1[CH:27]=[CH:26][C:25]([N:4]2[C:5]3[C:6](=[O:24])[N:7]([C:11]4[CH:16]=[CH:15][C:14]([N:17]5[CH2:22][CH2:21][CH2:20][CH2:19][C:18]5=[O:23])=[CH:13][CH:12]=4)[CH2:8][CH2:9][C:10]=3[CH:2]=[N:3]2)=[CH:30][CH:29]=1. The yield is 0.180. The catalyst is C1(C)C=CC=CC=1.O1CCOCC1. The reactants are Br[C:2]1[C:10]2[CH2:9][CH2:8][N:7]([C:11]3[CH:16]=[CH:15][C:14]([N:17]4[CH2:22][CH2:21][CH2:20][CH2:19][C:18]4=[O:23])=[CH:13][CH:12]=3)[C:6](=[O:24])[C:5]=2[N:4]([C:25]2[CH:30]=[CH:29][C:28]([O:31][CH3:32])=[CH:27][CH:26]=2)[N:3]=1.CNC.CC(C)([O-])C.[Na+].C1(P(C2CCCCC2)C2C=CC=CC=2C2C=CC=CC=2N(C)C)CCCCC1. (6) The reactants are [H-].[Na+].[NH:3]1[CH:7]=[C:6]([CH:8]=[O:9])[CH:5]=[N:4]1.Br[CH2:11][CH2:12][O:13][C:14]1[CH:19]=[CH:18][CH:17]=[CH:16][CH:15]=1. The catalyst is CN(C=O)C. The product is [O:13]([CH2:12][CH2:11][N:3]1[CH:7]=[C:6]([CH:8]=[O:9])[CH:5]=[N:4]1)[C:14]1[CH:19]=[CH:18][CH:17]=[CH:16][CH:15]=1. The yield is 0.710. (7) The reactants are Cl[C:2]1[CH:7]=[C:6]([CH2:8][N:9]2[C:17](=[O:18])[C:16]3[C:11](=[CH:12][CH:13]=[CH:14][CH:15]=3)[C:10]2=[O:19])[C:5]([Cl:20])=[CH:4][N:3]=1.C([Sn](CCCC)(CCCC)[C:26]1[S:30][C:29]([C:31]([F:34])([F:33])[F:32])=[N:28][CH:27]=1)CCC. The catalyst is CN(C)C=O.C(OCC)(=O)C.C1C=CC([P]([Pd]([P](C2C=CC=CC=2)(C2C=CC=CC=2)C2C=CC=CC=2)([P](C2C=CC=CC=2)(C2C=CC=CC=2)C2C=CC=CC=2)[P](C2C=CC=CC=2)(C2C=CC=CC=2)C2C=CC=CC=2)(C2C=CC=CC=2)C2C=CC=CC=2)=CC=1. The product is [Cl:20][C:5]1[C:6]([CH2:8][N:9]2[C:17](=[O:18])[C:16]3[C:11](=[CH:12][CH:13]=[CH:14][CH:15]=3)[C:10]2=[O:19])=[CH:7][C:2]([C:26]2[S:30][C:29]([C:31]([F:34])([F:33])[F:32])=[N:28][CH:27]=2)=[N:3][CH:4]=1. The yield is 0.870. (8) The product is [Cl:11][C:5]1[S:1][C:2]([CH:6]([SH:10])[C:7]([OH:9])=[O:8])=[CH:3][CH:4]=1. The catalyst is C(Cl)Cl.C(O)(C(F)(F)F)=O. The yield is 0.450. The reactants are [S:1]1[CH:5]=[CH:4][CH:3]=[C:2]1[CH:6]([SH:10])[C:7]([OH:9])=[O:8].[Cl:11]N1C(=O)CCC1=O. (9) The reactants are C[C:2](=[O:6])[C:3]([OH:5])=[O:4].[C:2]([C:3]([O:5]C)=[O:4])(=[O:6])C1C=CC=CC=1.[CH2:19]([O:22][CH2:23][CH2:24]O)[CH:20]=[CH2:21].C([O-])(O)=O.[Na+]. The catalyst is C1(C)C=CC=CC=1.C1(C)C=CC(S(O)(=O)=O)=CC=1. The product is [C:3]([O:5][CH2:24][CH2:23][O:22][CH2:19][CH:20]=[CH2:21])(=[O:4])[CH:2]=[O:6]. The yield is 0.750. (10) The reactants are [NH2:1][C:2]1[S:3][CH:4]=[C:5](/[C:7](=[N:45]/[O:46][C:47]([CH3:52])([CH3:51])[C:48]([OH:50])=[O:49])/[C:8]([NH:10][C@@H:11]2[C:14](=[O:15])[N:13]([S:16]([OH:19])(=[O:18])=[O:17])[C@@H:12]2[CH2:20][N:21]2[CH:25]=[C:24]([CH2:26][NH:27][C:28]([NH:37]C(OC(C)(C)C)=O)=[N:29]C(OC(C)(C)C)=O)[N:23]=[N:22]2)=[O:9])[N:6]=1.C(O)(C(F)(F)F)=O. The catalyst is C(Cl)Cl. The product is [NH2:1][C:2]1[S:3][CH:4]=[C:5](/[C:7](=[N:45]/[O:46][C:47]([CH3:52])([CH3:51])[C:48]([OH:50])=[O:49])/[C:8]([NH:10][C@@H:11]2[C:14](=[O:15])[N:13]([S:16]([OH:19])(=[O:17])=[O:18])[C@@H:12]2[CH2:20][N:21]2[CH:25]=[C:24]([CH2:26][NH:27][C:28]([NH2:37])=[NH:29])[N:23]=[N:22]2)=[O:9])[N:6]=1. The yield is 0.0300.